From a dataset of Catalyst prediction with 721,799 reactions and 888 catalyst types from USPTO. Predict which catalyst facilitates the given reaction. (1) Reactant: [OH-].[Na+].[Cl:3][C:4]1[CH:5]=[C:6]([NH:11][C:12]2[O:16][C:15]([C:17]([NH:19][C:20]3[CH:21]=[CH:22][C:23]([O:26][C:27]4[CH:36]=[CH:35][C:30]([C:31]([O:33]C)=[O:32])=[CH:29][CH:28]=4)=[N:24][CH:25]=3)=[O:18])=[N:14][N:13]=2)[CH:7]=[CH:8][C:9]=1[F:10].Cl. Product: [Cl:3][C:4]1[CH:5]=[C:6]([NH:11][C:12]2[O:16][C:15]([C:17]([NH:19][C:20]3[CH:21]=[CH:22][C:23]([O:26][C:27]4[CH:36]=[CH:35][C:30]([C:31]([OH:33])=[O:32])=[CH:29][CH:28]=4)=[N:24][CH:25]=3)=[O:18])=[N:14][N:13]=2)[CH:7]=[CH:8][C:9]=1[F:10]. The catalyst class is: 5. (2) Reactant: [H-].[Na+].CS(O[CH2:8][C:9]([CH:11]([C:32]1[S:33][CH:34]=[C:35]([Cl:37])[N:36]=1)[C:12]1[NH:13][C:14]([C:25]2[CH:30]=[CH:29][CH:28]=[C:27]([F:31])[CH:26]=2)=[C:15]2[C:20](=[O:21])[N:19]([CH3:22])[C:18](=[O:23])[N:17]([CH3:24])[C:16]=12)=[CH2:10])(=O)=O. Product: [Cl:37][C:35]1[N:36]=[C:32]([CH:11]2[C:12]3[N:13]([C:14]([C:25]4[CH:30]=[CH:29][CH:28]=[C:27]([F:31])[CH:26]=4)=[C:15]4[C:20](=[O:21])[N:19]([CH3:22])[C:18](=[O:23])[N:17]([CH3:24])[C:16]4=3)[CH2:10][C:9]2=[CH2:8])[S:33][CH:34]=1. The catalyst class is: 1. (3) Reactant: N#N.CCN=C=NCCCN(C)C.Cl.CCN(CC)CC.[CH3:22][O:23][C:24]1[CH:25]=[C:26]([CH2:34][CH2:35][C:36]([OH:38])=O)[CH:27]=[C:28]([O:32][CH3:33])[C:29]=1[O:30][CH3:31].[N+:39]([C:42]1[CH:43]=[C:44]([NH2:48])[CH:45]=[CH:46][CH:47]=1)([O-:41])=[O:40]. Product: [N+:39]([C:42]1[CH:43]=[C:44]([NH:48][C:36](=[O:38])[CH2:35][CH2:34][C:26]2[CH:27]=[C:28]([O:32][CH3:33])[C:29]([O:30][CH3:31])=[C:24]([O:23][CH3:22])[CH:25]=2)[CH:45]=[CH:46][CH:47]=1)([O-:41])=[O:40]. The catalyst class is: 154. (4) Reactant: [CH2:1]([N:8]1[CH:12]=[C:11]([C:13](OCC)=[O:14])[C:10]([O:18][CH2:19][C:20]2[CH:21]=[N:22][C:23]([O:26][CH2:27][C:28]3[N:29]=[C:30]([C:34]4[O:35][CH:36]=[CH:37][CH:38]=4)[O:31][C:32]=3[CH3:33])=[CH:24][CH:25]=2)=[N:9]1)[C:2]1[CH:7]=[CH:6][CH:5]=[CH:4][CH:3]=1.[H-].[Al+3].[Li+].[H-].[H-].[H-].O.O.O.O.O.O.O.O.O.O.S([O-])([O-])(=O)=O.[Na+].[Na+]. Product: [CH2:1]([N:8]1[CH:12]=[C:11]([CH2:13][OH:14])[C:10]([O:18][CH2:19][C:20]2[CH:21]=[N:22][C:23]([O:26][CH2:27][C:28]3[N:29]=[C:30]([C:34]4[O:35][CH:36]=[CH:37][CH:38]=4)[O:31][C:32]=3[CH3:33])=[CH:24][CH:25]=2)=[N:9]1)[C:2]1[CH:3]=[CH:4][CH:5]=[CH:6][CH:7]=1. The catalyst class is: 54. (5) Reactant: [CH2:1]([O:8][CH2:9][C:10](Cl)=O)[C:2]1[CH:7]=[CH:6][CH:5]=[CH:4][CH:3]=1.[NH2:13][C:14]1[CH:15]=[N:16][C:17]2[C:22]([C:23]=1[NH:24][CH2:25][C:26]([CH3:29])([OH:28])[CH3:27])=[CH:21][CH:20]=[CH:19][CH:18]=2. Product: [CH2:1]([O:8][CH2:9][C:10]1[N:24]([CH2:25][C:26]([CH3:29])([OH:28])[CH3:27])[C:23]2[C:22]3[CH:21]=[CH:20][CH:19]=[CH:18][C:17]=3[N:16]=[CH:15][C:14]=2[N:13]=1)[C:2]1[CH:3]=[CH:4][CH:5]=[CH:6][CH:7]=1. The catalyst class is: 10. (6) Reactant: C([O-])=O.[NH4+].C(OC([N:12]([C:31]1[CH:36]=[C:35]([C:37]([N:39]2[CH2:44][CH2:43][CH:42]([C:45]3[CH:50]=[CH:49][C:48]([C:51]#[N:52])=[CH:47][CH:46]=3)[CH2:41][CH2:40]2)=[O:38])[CH:34]=[CH:33][C:32]=1[CH3:53])[S:13]([CH:16]1[CH2:20][CH2:19][N:18]([C:21]([O:23]CC2C=CC=CC=2)=[O:22])[CH2:17]1)(=[O:15])=[O:14])=O)(C)(C)C. Product: [C:51]([C:48]1[CH:47]=[CH:46][C:45]([CH:42]2[CH2:43][CH2:44][N:39]([C:37]([C:35]3[CH:34]=[CH:33][C:32]([CH3:53])=[C:31]([NH:12][S:13]([CH:16]4[CH2:20][CH2:19][N:18]([C:21]([O:23][C:32]([CH3:53])([CH3:33])[CH3:31])=[O:22])[CH2:17]4)(=[O:14])=[O:15])[CH:36]=3)=[O:38])[CH2:40][CH2:41]2)=[CH:50][CH:49]=1)#[N:52]. The catalyst class is: 43. (7) Reactant: [Br:1][C:2]1[N:11]=[C:10]([C:12]#[N:13])[C:9]([OH:14])=[C:8]2[C:3]=1[CH:4]=[CH:5][CH:6]=[N:7]2.[F:15][C:16]1[CH:21]=[CH:20][C:19]([CH2:22][C:23]([NH:25][NH2:26])=O)=[CH:18][CH:17]=1.O1CCOCC1. Product: [Br:1][C:2]1[N:11]=[C:10]([C:12]2[NH:13][C:23]([CH2:22][C:19]3[CH:20]=[CH:21][C:16]([F:15])=[CH:17][CH:18]=3)=[N:25][N:26]=2)[C:9]([OH:14])=[C:8]2[C:3]=1[CH:4]=[CH:5][CH:6]=[N:7]2. The catalyst class is: 15.